From a dataset of Full USPTO retrosynthesis dataset with 1.9M reactions from patents (1976-2016). Predict the reactants needed to synthesize the given product. (1) Given the product [CH3:3][O:4][C:5]1[CH:14]=[C:9]([C:10]([O:12][CH3:13])=[O:11])[C:8]([NH2:15])=[CH:7][C:6]=1[O:18][CH2:19][CH2:20][CH2:21][Cl:22], predict the reactants needed to synthesize it. The reactants are: [H][H].[CH3:3][O:4][C:5]1[C:6]([O:18][CH2:19][CH2:20][CH2:21][Cl:22])=[CH:7][C:8]([N+:15]([O-])=O)=[C:9]([CH:14]=1)[C:10]([O:12][CH3:13])=[O:11]. (2) Given the product [F:16][C:17]1[CH:22]=[C:21]([F:23])[CH:20]=[CH:19][C:18]=1[C:24]1[N:25]=[N:26][CH:27]=[C:28]([C:30]2[CH:35]=[CH:34][CH:33]=[C:32]([O:36][C:37]([F:38])([F:40])[F:39])[CH:31]=2)[N:29]=1, predict the reactants needed to synthesize it. The reactants are: FC(F)(F)OC1C=C(C(=O)C=O)C=CC=1.[F:16][C:17]1[CH:22]=[C:21]([F:23])[CH:20]=[CH:19][C:18]=1[C:24]1[N:25]=[N:26][CH:27]=[C:28]([C:30]2[CH:35]=[CH:34][CH:33]=[C:32]([O:36][C:37]([F:40])([F:39])[F:38])[CH:31]=2)[N:29]=1.I.FC1C=C(F)C=CC=1C(NN)=N. (3) Given the product [Cl:7][C:8]1[CH:9]=[CH:10][C:11]([CH:19]([CH3:21])[CH3:20])=[C:12]([CH:18]=1)[CH2:13][N:14]([CH:15]1[CH2:17][CH2:16]1)[C:29]([C:28]1[C:24]([CH:23]([F:33])[F:22])=[N:25][N:26]([CH3:32])[C:27]=1[F:31])=[O:30], predict the reactants needed to synthesize it. The reactants are: C([O-])([O-])=O.[Ca+2].Cl.[Cl:7][C:8]1[CH:9]=[CH:10][C:11]([CH:19]([CH3:21])[CH3:20])=[C:12]([CH:18]=1)[CH2:13][NH:14][CH:15]1[CH2:17][CH2:16]1.[F:22][CH:23]([F:33])[C:24]1[C:28]([CH:29]=[O:30])=[C:27]([F:31])[N:26]([CH3:32])[N:25]=1.C(OO)(C)(C)C.Cl. (4) Given the product [Cl:21][C:22]1[CH:27]=[CH:26][C:25]([C:9]2[C:8]([O:20][CH2:19][C:15]3[N:14]([CH3:13])[CH:18]=[CH:17][N:16]=3)=[N:7][CH:6]=[C:5]([CH:10]=2)[C:3]([NH:31][CH2:32][C@@H:33]2[CH2:38][CH2:37][CH2:36][CH2:35][C@@H:34]2[OH:39])=[O:4])=[CH:24][CH:23]=1, predict the reactants needed to synthesize it. The reactants are: CO[C:3]([C:5]1[CH:6]=[N:7][C:8](Cl)=[C:9](Br)[CH:10]=1)=[O:4].[CH3:13][N:14]1[CH:18]=[CH:17][N:16]=[C:15]1[CH2:19][OH:20].[Cl:21][C:22]1[CH:27]=[CH:26][C:25](B(O)O)=[CH:24][CH:23]=1.[NH2:31][CH2:32][C@H:33]1[CH2:38][CH2:37][CH2:36][CH2:35][C@H:34]1[OH:39].